This data is from Forward reaction prediction with 1.9M reactions from USPTO patents (1976-2016). The task is: Predict the product of the given reaction. (1) Given the reactants [F:1][C:2]([F:37])([F:36])[C:3]1[CH:8]=[CH:7][C:6](/[CH:9]=[CH:10]/[C:11]2[O:12][CH:13]=[C:14]([CH2:16][O:17][C:18]3[CH:23]=[CH:22][C:21]([CH2:24][CH2:25][CH2:26][CH2:27][N:28]4[CH:32]=[CH:31][N:30]=[C:29]4[CH2:33][CH2:34]O)=[CH:20][CH:19]=3)[N:15]=2)=[CH:5][CH:4]=1.[CH3:38][S:39](Cl)(=O)=O.C[S-].[Na+], predict the reaction product. The product is: [CH3:38][S:39][CH2:34][CH2:33][C:29]1[N:28]([CH2:27][CH2:26][CH2:25][CH2:24][C:21]2[CH:22]=[CH:23][C:18]([O:17][CH2:16][C:14]3[N:15]=[C:11](/[CH:10]=[CH:9]/[C:6]4[CH:7]=[CH:8][C:3]([C:2]([F:37])([F:36])[F:1])=[CH:4][CH:5]=4)[O:12][CH:13]=3)=[CH:19][CH:20]=2)[CH:32]=[CH:31][N:30]=1. (2) Given the reactants I[C:2]1[CH:9]=[C:8]([O:10][CH3:11])[C:7]([O:12][CH3:13])=[CH:6][C:3]=1[CH:4]=O.CCN(CCOC1C=CC(CC2C=CC=CC=2)=CC=1)CC.Cl.C(#N)C.[C:39]([O:43][CH3:44])(=[O:42])[CH:40]=[CH2:41], predict the reaction product. The product is: [CH3:13][O:12][C:7]1[CH:6]=[C:3]2[C:2](=[CH:9][C:8]=1[O:10][CH3:11])[CH2:41][C:40]([C:39]([O:43][CH3:44])=[O:42])=[CH:4]2.